From a dataset of Catalyst prediction with 721,799 reactions and 888 catalyst types from USPTO. Predict which catalyst facilitates the given reaction. Reactant: [Cl:1][C:2]1[C:7]([O:8][CH3:9])=[C:6]([O:10][CH3:11])[CH:5]=[CH:4][C:3]=1[N:12]([CH2:20][C:21]1[N:22]([CH2:28][C:29]2[CH:39]=[CH:38][CH:37]=[CH:36][C:30]=2[O:31][CH2:32][C:33]([O-:35])=[O:34])[C:23]([CH3:27])=[C:24]([CH3:26])[N:25]=1)[C:13]([CH2:15][CH2:16][CH:17]([CH3:19])[CH3:18])=[O:14]. Product: [Cl:1][C:2]1[C:7]([O:8][CH3:9])=[C:6]([O:10][CH3:11])[CH:5]=[CH:4][C:3]=1[N:12]([CH2:20][C:21]1[N:22]([CH2:28][C:29]2[CH:39]=[CH:38][CH:37]=[CH:36][C:30]=2[O:31][CH2:32][C:33]([OH:35])=[O:34])[C:23]([CH3:27])=[C:24]([CH3:26])[N:25]=1)[C:13]([CH2:15][CH2:16][CH:17]([CH3:19])[CH3:18])=[O:14]. The catalyst class is: 33.